Dataset: Full USPTO retrosynthesis dataset with 1.9M reactions from patents (1976-2016). Task: Predict the reactants needed to synthesize the given product. (1) Given the product [Cl:1][C:2]1[CH:7]=[C:6]([F:8])[C:5]([CH:9]([CH:22]2[CH2:24][CH2:23]2)[C:10]2[C:18]3[C:13](=[C:14]([CH2:19][S:20]([CH3:21])=[O:45])[CH:15]=[CH:16][CH:17]=3)[NH:12][CH:11]=2)=[C:4]([F:25])[CH:3]=1, predict the reactants needed to synthesize it. The reactants are: [Cl:1][C:2]1[CH:7]=[C:6]([F:8])[C:5]([CH:9]([CH:22]2[CH2:24][CH2:23]2)[C:10]2[C:18]3[C:13](=[C:14]([CH2:19][S:20][CH3:21])[CH:15]=[CH:16][CH:17]=3)[NH:12][CH:11]=2)=[C:4]([F:25])[CH:3]=1.ClC1C=CC(C(C2CC2)C2C3C(=C(CS(C)=[O:45])C=CC=3)NC=2)=CC=1. (2) Given the product [CH:22]1([CH2:25][O:26][C:27]2[CH:34]=[CH:33][C:30](/[CH:31]=[CH:1]/[C:2]3[N:3]=[C:4]4[S:21][CH:20]=[CH:19][N:5]4[C:6](=[O:18])[C:7]=3[C:8]3[CH:13]=[CH:12][C:11]([C:14]([F:17])([F:15])[F:16])=[CH:10][CH:9]=3)=[CH:29][C:28]=2[O:35][CH3:36])[CH2:23][CH2:24]1, predict the reactants needed to synthesize it. The reactants are: [CH3:1][C:2]1[N:3]=[C:4]2[S:21][CH:20]=[CH:19][N:5]2[C:6](=[O:18])[C:7]=1[C:8]1[CH:13]=[CH:12][C:11]([C:14]([F:17])([F:16])[F:15])=[CH:10][CH:9]=1.[CH:22]1([CH2:25][O:26][C:27]2[CH:34]=[CH:33][C:30]([CH:31]=O)=[CH:29][C:28]=2[O:35][CH3:36])[CH2:24][CH2:23]1.[O-]CC.[Na+].